Dataset: Forward reaction prediction with 1.9M reactions from USPTO patents (1976-2016). Task: Predict the product of the given reaction. (1) Given the reactants C([O:3][C:4](=O)[CH2:5][O:6][CH2:7][CH2:8][CH2:9][C:10]([O:12][CH2:13][CH3:14])=[O:11])C.CC([O-])(C)C.[K+].Cl, predict the reaction product. The product is: [OH:3][C:4]1[CH2:5][O:6][CH2:7][CH2:8][C:9]=1[C:10]([O:12][CH2:13][CH3:14])=[O:11]. (2) Given the reactants [Br:1][C:2]1[C:3]([CH3:14])=[N:4][NH:5][C:6]=1[C:7]1[CH:12]=[CH:11][C:10]([F:13])=[CH:9][CH:8]=1.[CH2:15]([CH:17]([CH2:20][CH3:21])[CH2:18]O)[CH3:16].C1(P(C2C=CC=CC=2)C2C=CC=CC=2)C=CC=CC=1.N(C(OC(C)C)=O)=NC(OC(C)C)=O, predict the reaction product. The product is: [Br:1][C:2]1[C:3]([CH3:14])=[N:4][N:5]([CH2:18][CH:17]([CH2:20][CH3:21])[CH2:15][CH3:16])[C:6]=1[C:7]1[CH:12]=[CH:11][C:10]([F:13])=[CH:9][CH:8]=1. (3) Given the reactants [CH3:1][O:2][C:3]1[CH:4]=[C:5]([C:15]2[C:19]3[CH2:20][CH2:21][CH2:22][CH:23]([OH:24])[C:18]=3[O:17][N:16]=2)[CH:6]=[CH:7][C:8]=1[N:9]1[CH:13]=[C:12]([CH3:14])[N:11]=[CH:10]1.[H-].[Na+].Br[CH2:28][C:29]1[CH:34]=[C:33]([F:35])[CH:32]=[C:31]([F:36])[CH:30]=1.O, predict the reaction product. The product is: [F:35][C:33]1[CH:34]=[C:29]([CH:30]=[C:31]([F:36])[CH:32]=1)[CH2:28][O:24][CH:23]1[C:18]2[O:17][N:16]=[C:15]([C:5]3[CH:6]=[CH:7][C:8]([N:9]4[CH:13]=[C:12]([CH3:14])[N:11]=[CH:10]4)=[C:3]([O:2][CH3:1])[CH:4]=3)[C:19]=2[CH2:20][CH2:21][CH2:22]1. (4) Given the reactants [NH2:1][C:2]1[CH:28]=[CH:27][C:5]([O:6][C:7]2[C:16]3[CH2:15][N:14]([CH2:17][C:18]4[CH:23]=[CH:22][C:21]([O:24][CH3:25])=[CH:20][CH:19]=4)[C:13](=[O:26])[NH:12][C:11]=3[N:10]=[CH:9][CH:8]=2)=[C:4]([F:29])[CH:3]=1.[Cl:30][C:31]1[C:36]([C:37](Cl)=[O:38])=[CH:35][C:34]([Cl:40])=[CH:33][N:32]=1, predict the reaction product. The product is: [Cl:30][C:31]1[N:32]=[CH:33][C:34]([Cl:40])=[CH:35][C:36]=1[C:37]([NH:1][C:2]1[CH:28]=[CH:27][C:5]([O:6][C:7]2[C:16]3[CH2:15][N:14]([CH2:17][C:18]4[CH:23]=[CH:22][C:21]([O:24][CH3:25])=[CH:20][CH:19]=4)[C:13](=[O:26])[NH:12][C:11]=3[N:10]=[CH:9][CH:8]=2)=[C:4]([F:29])[CH:3]=1)=[O:38]. (5) Given the reactants [C:1]([N:4]([CH2:11][C:12]1[CH:17]=[CH:16][C:15]([C@@H:18]2[CH2:23][CH2:22][CH2:21][CH2:20][C@H:19]2[C:24]([OH:26])=O)=[CH:14][CH:13]=1)[C:5]1[CH:10]=[CH:9][CH:8]=[CH:7][N:6]=1)(=[O:3])[CH3:2].[NH2:27][C@@H:28]([C:32]1[CH:37]=[CH:36][CH:35]=[CH:34][CH:33]=1)[C:29]([NH2:31])=[O:30].ON1C2C=CC=CC=2N=N1.CCN=C=NCCCN(C)C.Cl, predict the reaction product. The product is: [NH3:4].[C:1]([N:4]([CH2:11][C:12]1[CH:17]=[CH:16][C:15]([C@@H:18]2[CH2:23][CH2:22][CH2:21][CH2:20][C@H:19]2[C:24]([NH:27][C@@H:28]([C:32]2[CH:37]=[CH:36][CH:35]=[CH:34][CH:33]=2)[C:29]([NH2:31])=[O:30])=[O:26])=[CH:14][CH:13]=1)[C:5]1[CH:10]=[CH:9][CH:8]=[CH:7][N:6]=1)(=[O:3])[CH3:2]. (6) Given the reactants [CH3:1][C:2]1[N:7]=[C:6]([NH2:8])[CH:5]=[CH:4][N:3]=1.Br[C:10]1[C:11](=[O:18])[N:12]([CH3:17])[CH:13]=[C:14]([Br:16])[CH:15]=1, predict the reaction product. The product is: [Br:16][C:14]1[CH:15]=[C:10]([NH:8][C:6]2[CH:5]=[CH:4][N:3]=[C:2]([CH3:1])[N:7]=2)[C:11](=[O:18])[N:12]([CH3:17])[CH:13]=1. (7) Given the reactants [Li]CCCC.Br[C:7]1[CH:8]=[C:9]2[C:14](=[CH:15][CH:16]=1)[N:13]=[C:12]([O:17][CH3:18])[C:11]([C:19]([N:21]1[CH2:25][CH2:24][CH2:23][CH2:22]1)=[O:20])=[C:10]2[Cl:26].[CH3:27][C:28]1[C:33]([C:34]([C:36]2[N:40]([CH3:41])[N:39]=[N:38][CH:37]=2)=[O:35])=[CH:32][CH:31]=[C:30]([CH3:42])[N:29]=1, predict the reaction product. The product is: [Cl:26][C:10]1[C:9]2[C:14](=[CH:15][CH:16]=[C:7]([C:34]([C:33]3[C:28]([CH3:27])=[N:29][C:30]([CH3:42])=[CH:31][CH:32]=3)([C:36]3[N:40]([CH3:41])[N:39]=[N:38][CH:37]=3)[OH:35])[CH:8]=2)[N:13]=[C:12]([O:17][CH3:18])[C:11]=1[C:19]([N:21]1[CH2:25][CH2:24][CH2:23][CH2:22]1)=[O:20]. (8) Given the reactants C([O:5][C:6](=[O:33])[CH2:7][O:8][C:9]1[C:13]2[CH:14]=[CH:15][C:16]([O:18][CH2:19][C:20]3[CH:25]=[CH:24][C:23]([Cl:26])=[CH:22][C:21]=3[Cl:27])=[CH:17][C:12]=2[S:11][C:10]=1[C:28]([O:30]CC)=[O:29])(C)(C)C.[OH-].[Na+].CCO.Cl, predict the reaction product. The product is: [C:6]([CH2:7][O:8][C:9]1[C:13]2[CH:14]=[CH:15][C:16]([O:18][CH2:19][C:20]3[CH:25]=[CH:24][C:23]([Cl:26])=[CH:22][C:21]=3[Cl:27])=[CH:17][C:12]=2[S:11][C:10]=1[C:28]([OH:30])=[O:29])([OH:33])=[O:5]. (9) Given the reactants [CH2:1]([O:8][C:9]([NH:11][C@H:12]([C:25]1[CH:30]=[CH:29][CH:28]=[CH:27][CH:26]=1)[CH2:13]OS(C1C=CC(C)=CC=1)(=O)=O)=[O:10])[C:2]1[CH:7]=[CH:6][CH:5]=[CH:4][CH:3]=1.[C-:31]#[N:32].[K+], predict the reaction product. The product is: [CH2:1]([O:8][C:9](=[O:10])[NH:11][C@H:12]([C:25]1[CH:26]=[CH:27][CH:28]=[CH:29][CH:30]=1)[CH2:13][C:31]#[N:32])[C:2]1[CH:3]=[CH:4][CH:5]=[CH:6][CH:7]=1.